Dataset: Reaction yield outcomes from USPTO patents with 853,638 reactions. Task: Predict the reaction yield, written as a fraction of the theoretical maximum amount of product (1.0 means a 100% yield; for example, 0.34 means a 34% yield). (1) The reactants are [Cl:1][C:2]1[N:7]=[C:6]([C:8]2[S:12][C:11]([CH:13]3[CH2:18][CH2:17][O:16][CH2:15][CH2:14]3)=[N:10][C:9]=2[C:19]2[C:20]([F:32])=[C:21]([NH:25]C(=O)OCC=C)[CH:22]=[CH:23][CH:24]=2)[CH:5]=[CH:4][N:3]=1.CC(O)=O.C([SnH](CCCC)CCCC)CCC. The catalyst is C(Cl)Cl.Cl[Pd](Cl)([P](C1C=CC=CC=1)(C1C=CC=CC=1)C1C=CC=CC=1)[P](C1C=CC=CC=1)(C1C=CC=CC=1)C1C=CC=CC=1. The product is [Cl:1][C:2]1[N:7]=[C:6]([C:8]2[S:12][C:11]([CH:13]3[CH2:18][CH2:17][O:16][CH2:15][CH2:14]3)=[N:10][C:9]=2[C:19]2[C:20]([F:32])=[C:21]([CH:22]=[CH:23][CH:24]=2)[NH2:25])[CH:5]=[CH:4][N:3]=1. The yield is 0.978. (2) The reactants are [NH2:1][C:2]1[C:11]2[C:6](=[C:7](Br)[CH:8]=[CH:9][CH:10]=2)[N:5]=[N:4][C:3]=1[C:13]([NH:15][CH2:16][CH2:17][CH3:18])=[O:14].[CH3:19][S:20]([C:23]1[CH:24]=[C:25](B(O)O)[CH:26]=[CH:27][CH:28]=1)(=[O:22])=[O:21]. No catalyst specified. The product is [NH2:1][C:2]1[C:11]2[C:6](=[C:7]([C:27]3[CH:26]=[CH:25][CH:24]=[C:23]([S:20]([CH3:19])(=[O:22])=[O:21])[CH:28]=3)[CH:8]=[CH:9][CH:10]=2)[N:5]=[N:4][C:3]=1[C:13]([NH:15][CH2:16][CH2:17][CH3:18])=[O:14]. The yield is 0.830. (3) The reactants are [NH2:1][C@@H:2]([C:8]1[CH:13]=[CH:12][C:11]([O:14][CH3:15])=[C:10]([O:16][CH3:17])[CH:9]=1)[CH2:3][C:4]([O:6]C)=[O:5].[OH-].[Na+]. The catalyst is CO. The product is [NH2:1][C@@H:2]([C:8]1[CH:13]=[CH:12][C:11]([O:14][CH3:15])=[C:10]([O:16][CH3:17])[CH:9]=1)[CH2:3][C:4]([OH:6])=[O:5]. The yield is 1.49. (4) The reactants are CC1(C)C(C)(C)OB([C:9]2[CH:14]=[CH:13][C:12]([CH:15]=[CH:16][C:17]([O:19][CH2:20][CH3:21])=[O:18])=[CH:11][CH:10]=2)O1.Br[C:24]1[N:29]=[C:28]([N:30]([CH3:38])C(=O)OC(C)(C)C)[CH:27]=[CH:26][CH:25]=1.[OH2:39].CN(C)[CH:42]=[O:43]. The catalyst is P([O-])([O-])([O-])=O.[K+].[K+].[K+].C1C=CC([P]([Pd]([P](C2C=CC=CC=2)(C2C=CC=CC=2)C2C=CC=CC=2)([P](C2C=CC=CC=2)(C2C=CC=CC=2)C2C=CC=CC=2)[P](C2C=CC=CC=2)(C2C=CC=CC=2)C2C=CC=CC=2)(C2C=CC=CC=2)C2C=CC=CC=2)=CC=1. The product is [C:12]([O:39][C:42]([CH2:38][NH:30][C:28]1[N:29]=[C:24]([C:9]2[CH:10]=[CH:11][C:12]([CH:15]=[CH:16][C:17]([O:19][CH2:20][CH3:21])=[O:18])=[CH:13][CH:14]=2)[CH:25]=[CH:26][CH:27]=1)=[O:43])([CH3:15])([CH3:13])[CH3:11]. The yield is 0.640.